Dataset: Catalyst prediction with 721,799 reactions and 888 catalyst types from USPTO. Task: Predict which catalyst facilitates the given reaction. (1) Reactant: [F:1][C:2]([F:32])([F:31])[C:3]1[CH:4]=[C:5]([CH:24]=[C:25]([C:27]([F:30])([F:29])[F:28])[CH:26]=1)[CH2:6][NH:7][C:8]([C:10]1([CH3:23])[CH2:15][CH2:14][N:13](C(OC(C)(C)C)=O)[CH2:12][CH2:11]1)=[O:9].[C:33]([OH:39])([C:35]([F:38])([F:37])[F:36])=[O:34]. Product: [F:36][C:35]([F:38])([F:37])[C:33]([OH:39])=[O:34].[F:31][C:2]([F:1])([F:32])[C:3]1[CH:4]=[C:5]([CH:24]=[C:25]([C:27]([F:30])([F:29])[F:28])[CH:26]=1)[CH2:6][NH:7][C:8]([C:10]1([CH3:23])[CH2:11][CH2:12][NH:13][CH2:14][CH2:15]1)=[O:9]. The catalyst class is: 2. (2) The catalyst class is: 2. Reactant: N(C(OCC)=O)=NC(OCC)=O.[CH3:13][C:14]1[N:15]([CH2:19][CH2:20][CH2:21][OH:22])[CH:16]=[CH:17][N:18]=1.C1(P(C2C=CC=CC=2)C2C=CC=CC=2)C=CC=CC=1.[Cl:42][C:43]1[CH:62]=[CH:61][C:46]([NH:47][C:48]2[C:57]3[C:52](=[CH:53][C:54](O)=[C:55]([O:58][CH3:59])[CH:56]=3)[N:51]=[CH:50][N:49]=2)=[C:45]([F:63])[CH:44]=1. Product: [ClH:42].[Cl:42][C:43]1[CH:62]=[CH:61][C:46]([NH:47][C:48]2[C:57]3[C:52](=[CH:53][C:54]([O:22][CH2:21][CH2:20][CH2:19][N:15]4[CH:16]=[CH:17][N:18]=[C:14]4[CH3:13])=[C:55]([O:58][CH3:59])[CH:56]=3)[N:51]=[CH:50][N:49]=2)=[C:45]([F:63])[CH:44]=1. (3) Reactant: [Cl:1][C:2]1[CH:3]=[CH:4][C:5]([O:25][CH3:26])=[C:6]([C:8]2[NH:12][N:11]=[CH:10][C:9]=2[NH:13][C:14]([C:16]2[CH:17]=[N:18][N:19]3[CH:24]=[CH:23][CH:22]=[N:21][C:20]=23)=[O:15])[CH:7]=1.I[CH2:28][C:29]1([OH:34])[CH2:33][CH2:32][CH2:31][CH2:30]1.C(=O)([O-])[O-].[Cs+].[Cs+]. Product: [Cl:1][C:2]1[CH:3]=[CH:4][C:5]([O:25][CH3:26])=[C:6]([C:8]2[C:9]([NH:13][C:14]([C:16]3[CH:17]=[N:18][N:19]4[CH:24]=[CH:23][CH:22]=[N:21][C:20]=34)=[O:15])=[CH:10][N:11]([CH2:28][C:29]3([OH:34])[CH2:33][CH2:32][CH2:31][CH2:30]3)[N:12]=2)[CH:7]=1. The catalyst class is: 3. (4) Reactant: [O:1]=[C:2]1[NH:6][C:5]2[CH:7]=[CH:8][C:9]([NH:11][C:12](=[O:16])[C:13]([OH:15])=O)=[CH:10][C:4]=2[S:3]1.[CH2:17]([CH:24]1[CH2:29][CH2:28][NH:27][CH2:26][CH2:25]1)[C:18]1[CH:23]=[CH:22][CH:21]=[CH:20][CH:19]=1. Product: [CH2:17]([CH:24]1[CH2:29][CH2:28][N:27]([C:13](=[O:15])[C:12]([NH:11][C:9]2[CH:8]=[CH:7][C:5]3[NH:6][C:2](=[O:1])[S:3][C:4]=3[CH:10]=2)=[O:16])[CH2:26][CH2:25]1)[C:18]1[CH:23]=[CH:22][CH:21]=[CH:20][CH:19]=1. The catalyst class is: 27. (5) Reactant: [H-].[Na+].[Br:3][C:4]1[CH:5]=[CH:6][C:7]2[NH:8][C:9]3[C:14]([C:15]=2[CH:16]=1)=[CH:13][C:12]([Br:17])=[CH:11][CH:10]=3.[O:18]1[CH2:20][CH:19]1[CH2:21][CH2:22][NH:23][C:24]1[CH:29]=[CH:28][CH:27]=[CH:26][CH:25]=1. Product: [Br:17][C:12]1[CH:11]=[CH:10][C:9]2[N:8]([CH2:20][CH:19]([OH:18])[CH2:21][CH2:22][NH:23][C:24]3[CH:29]=[CH:28][CH:27]=[CH:26][CH:25]=3)[C:7]3[C:15]([C:14]=2[CH:13]=1)=[CH:16][C:4]([Br:3])=[CH:5][CH:6]=3. The catalyst class is: 1. (6) Reactant: ClC(Cl)(Cl)[C:3]([C:5]1[NH:6][CH:7]=[C:8]([C:10](=[O:20])[CH2:11][C:12]2[CH:17]=[CH:16][CH:15]=[C:14]([F:18])[C:13]=2[F:19])[CH:9]=1)=[O:4].[CH3:23][O:24][CH:25]([O:29][CH3:30])[CH2:26][NH:27][CH3:28]. Product: [CH3:23][O:24][CH:25]([O:29][CH3:30])[CH2:26][N:27]([CH3:28])[C:3]([C:5]1[NH:6][CH:7]=[C:8]([C:10](=[O:20])[CH2:11][C:12]2[CH:17]=[CH:16][CH:15]=[C:14]([F:18])[C:13]=2[F:19])[CH:9]=1)=[O:4]. The catalyst class is: 10.